This data is from Forward reaction prediction with 1.9M reactions from USPTO patents (1976-2016). The task is: Predict the product of the given reaction. (1) Given the reactants [CH3:1][O:2][C:3]1[CH:47]=[CH:46][CH:45]=[CH:44][C:4]=1[CH2:5][O:6][CH2:7][CH2:8][CH2:9][O:10][C:11]1[CH:16]=[CH:15][C:14]([CH:17]2[CH2:22][CH2:21][N:20]([C:23]([O:25][C:26]([CH3:29])([CH3:28])[CH3:27])=[O:24])[CH2:19][CH:18]2[O:30][CH2:31][CH2:32]OS(C2C=CC(C)=CC=2)(=O)=O)=[CH:13][CH:12]=1.[F:48][C:49]1[CH:54]=[CH:53][C:52]([CH2:55][CH2:56][NH:57][C:58](=[O:61])[O:59][CH3:60])=[C:51]([OH:62])[CH:50]=1, predict the reaction product. The product is: [F:48][C:49]1[CH:54]=[CH:53][C:52]([CH2:55][CH2:56][NH:57][C:58]([O:59][CH3:60])=[O:61])=[C:51]([CH:50]=1)[O:62][CH2:32][CH2:31][O:30][CH:18]1[CH:17]([C:14]2[CH:13]=[CH:12][C:11]([O:10][CH2:9][CH2:8][CH2:7][O:6][CH2:5][C:4]3[CH:44]=[CH:45][CH:46]=[CH:47][C:3]=3[O:2][CH3:1])=[CH:16][CH:15]=2)[CH2:22][CH2:21][N:20]([C:23]([O:25][C:26]([CH3:27])([CH3:29])[CH3:28])=[O:24])[CH2:19]1. (2) Given the reactants [C:1]([O:5][C:6]([N:8]1[CH2:12][CH2:11][C@H:10]([CH2:13][OH:14])[CH2:9]1)=[O:7])([CH3:4])([CH3:3])[CH3:2].[H-].[Na+].Cl[C:18]1[N:23]=[CH:22][N:21]=[C:20]([NH:24][C:25]2[CH:30]=[CH:29][C:28]([S:31]([CH3:34])(=[O:33])=[O:32])=[CH:27][CH:26]=2)[C:19]=1[N+:35]([O-:37])=[O:36], predict the reaction product. The product is: [C:1]([O:5][C:6]([N:8]1[CH2:12][CH2:11][CH:10]([CH2:13][O:14][C:18]2[C:19]([N+:35]([O-:37])=[O:36])=[C:20]([NH:24][C:25]3[CH:26]=[CH:27][C:28]([S:31]([CH3:34])(=[O:32])=[O:33])=[CH:29][CH:30]=3)[N:21]=[CH:22][N:23]=2)[CH2:9]1)=[O:7])([CH3:4])([CH3:3])[CH3:2]. (3) The product is: [CH3:1][C:2]([CH3:15])=[CH:3][CH2:4][NH:5][C:6]([N:8]1[CH:12]=[C:11]([O:43][C:37](=[O:38])[NH:36][CH2:35][C:34]([C:27]2[C:28]3[C:33](=[CH:32][CH:31]=[CH:30][CH:29]=3)[NH:25][CH:26]=2)=[O:39])[S:10][C:9]1=[O:14])=[O:7]. Given the reactants [CH3:1][C:2]([CH3:15])=[CH:3][CH2:4][NH:5][C:6]([N:8]1[C:12](=O)[CH2:11][S:10][C:9]1=[O:14])=[O:7].[H-].[Na+].C(OC([N:25]1[C:33]2[C:28](=[CH:29][CH:30]=[CH:31][CH:32]=2)[C:27]([C:34](=[O:39])[CH2:35][N:36]=[C:37]=[O:38])=[CH:26]1)=O)(C)(C)C.C1C[O:43]CC1, predict the reaction product. (4) Given the reactants [Br:1][C:2]1[CH:3]=[C:4]2[C:8](=[CH:9][CH:10]=1)[C:7](=[O:11])[NH:6][CH2:5]2.[C:12]([O:16][C:17](=O)[O-:18])([CH3:15])([CH3:14])[CH3:13].CO, predict the reaction product. The product is: [Br:1][C:2]1[CH:3]=[C:4]2[C:8](=[CH:9][CH:10]=1)[C:7](=[O:11])[N:6]([C:17]([O:16][C:12]([CH3:15])([CH3:14])[CH3:13])=[O:18])[CH2:5]2. (5) Given the reactants [Br:1][C:2]1[C:3]([CH3:14])=[N:4][NH:5][C:6]=1[C:7]1[CH:12]=[CH:11][C:10]([F:13])=[CH:9][CH:8]=1.[CH3:15][CH:16]([CH3:20])[CH2:17][CH2:18]O.C1(P(C2C=CC=CC=2)C2C=CC=CC=2)C=CC=CC=1.N(C(OC(C)C)=O)=NC(OC(C)C)=O, predict the reaction product. The product is: [Br:1][C:2]1[C:3]([CH3:14])=[N:4][N:5]([CH2:18][CH2:17][CH:16]([CH3:20])[CH3:15])[C:6]=1[C:7]1[CH:12]=[CH:11][C:10]([F:13])=[CH:9][CH:8]=1. (6) Given the reactants Br[C:2]1[C:7]([C:8]([F:11])([F:10])[F:9])=[CH:6][C:5]([NH:12][C:13]2[N:17]=[C:16]([NH2:18])[NH:15][N:14]=2)=[CH:4][C:3]=1[Cl:19].[CH3:20][C:21]1([OH:45])[CH2:26][CH2:25][N:24]([S:27]([C:30]2[CH:35]=[CH:34][C:33](B3OC(C)(C)C(C)(C)O3)=[CH:32][CH:31]=2)(=[O:29])=[O:28])[CH2:23][CH2:22]1.C([O-])([O-])=O.[K+].[K+].COCCOC, predict the reaction product. The product is: [NH2:18][C:16]1[NH:15][N:14]=[C:13]([NH:12][C:5]2[CH:4]=[C:3]([Cl:19])[C:2]([C:33]3[CH:34]=[CH:35][C:30]([S:27]([N:24]4[CH2:25][CH2:26][C:21]([CH3:20])([OH:45])[CH2:22][CH2:23]4)(=[O:29])=[O:28])=[CH:31][CH:32]=3)=[C:7]([C:8]([F:11])([F:10])[F:9])[CH:6]=2)[N:17]=1. (7) Given the reactants [O:1]1[C:5]2[CH:6]=[CH:7][C:8]([C:10]3[O:11][C:12]4[CH:21]=[CH:20][C:19]([NH:22][C:23](=[O:25])[CH3:24])=[CH:18][C:13]=4[C:14](=[O:17])[C:15]=3[OH:16])=[CH:9][C:4]=2[O:3][CH2:2]1, predict the reaction product. The product is: [O:1]1[C:5]2[CH:6]=[CH:7][C:8]([C:10]3[O:11][C:12]4[CH:21]=[CH:20][C:19]([NH:22][C:23](=[O:25])[CH3:24])=[CH:18][C:13]=4[C:14](=[O:17])[C:15]=3[O:16][CH2:10][C:8]3[CH:9]=[CH:4][CH:5]=[CH:6][CH:7]=3)=[CH:9][C:4]=2[O:3][CH2:2]1.